Dataset: Tox21: 12 toxicity assays (nuclear receptors and stress response pathways). Task: Binary classification across 12 toxicity assays. The drug is O=C(O)c1ccc(S(=O)(=O)N(Cl)Cl)cc1. It tested positive (active) for: SR-ARE (Antioxidant Response Element (oxidative stress)).